Dataset: Peptide-MHC class I binding affinity with 185,985 pairs from IEDB/IMGT. Task: Regression. Given a peptide amino acid sequence and an MHC pseudo amino acid sequence, predict their binding affinity value. This is MHC class I binding data. (1) The peptide sequence is SSNNVSSSI. The MHC is HLA-A32:01 with pseudo-sequence HLA-A32:01. The binding affinity (normalized) is 0.533. (2) The peptide sequence is IFYFISIYSR. The MHC is HLA-A68:01 with pseudo-sequence HLA-A68:01. The binding affinity (normalized) is 0.662. (3) The binding affinity (normalized) is 0.442. The MHC is HLA-A32:01 with pseudo-sequence HLA-A32:01. The peptide sequence is SLNTSTLGF. (4) The peptide sequence is IRSAEVVSR. The MHC is HLA-A03:01 with pseudo-sequence HLA-A03:01. The binding affinity (normalized) is 0.0847. (5) The binding affinity (normalized) is 0. The peptide sequence is PTNDHIPVV. The MHC is HLA-A02:02 with pseudo-sequence HLA-A02:02. (6) The peptide sequence is DVERLQMAGV. The MHC is HLA-A02:01 with pseudo-sequence HLA-A02:01. The binding affinity (normalized) is 0.397. (7) The peptide sequence is IIITLGVV. The MHC is H-2-Db with pseudo-sequence H-2-Db. The binding affinity (normalized) is 0. (8) The peptide sequence is YFARRFKYL. The MHC is HLA-B08:01 with pseudo-sequence HLA-B08:01. The binding affinity (normalized) is 0.420. (9) The peptide sequence is WLSLLVPFV. The MHC is HLA-A02:01 with pseudo-sequence HLA-A02:01. The binding affinity (normalized) is 0.767.